This data is from Forward reaction prediction with 1.9M reactions from USPTO patents (1976-2016). The task is: Predict the product of the given reaction. Given the reactants [C:1]([O:5][C:6]([N:8]1[CH2:12][CH2:11][CH2:10][C@@:9]1([CH3:16])[C:13](O)=[O:14])=[O:7])([CH3:4])([CH3:3])[CH3:2].O, predict the reaction product. The product is: [C:1]([O:5][C:6]([N:8]1[CH2:12][CH2:11][CH2:10][C:9]1([CH2:13][OH:14])[CH3:16])=[O:7])([CH3:4])([CH3:3])[CH3:2].